The task is: Predict which catalyst facilitates the given reaction.. This data is from Catalyst prediction with 721,799 reactions and 888 catalyst types from USPTO. (1) Reactant: [CH2:1]([O:3][CH:4]([O:7][CH2:8][CH3:9])[CH2:5][NH2:6])[CH3:2].C(=O)([O-])[O-].[K+].[K+].[CH2:16](Br)[CH2:17][CH:18]([CH3:20])[CH3:19]. Product: [CH2:1]([O:3][CH:4]([O:7][CH2:8][CH3:9])[CH2:5][NH:6][CH2:16][CH2:17][CH:18]([CH3:20])[CH3:19])[CH3:2]. The catalyst class is: 10. (2) Reactant: [F:1][CH2:2][C:3]1[CH:12]=[CH:11][C:6]([C:7]([O:9]C)=[O:8])=[CH:5][CH:4]=1.[OH-].[Na+].Cl. Product: [F:1][CH2:2][C:3]1[CH:12]=[CH:11][C:6]([C:7]([OH:9])=[O:8])=[CH:5][CH:4]=1. The catalyst class is: 5.